Dataset: Catalyst prediction with 721,799 reactions and 888 catalyst types from USPTO. Task: Predict which catalyst facilitates the given reaction. (1) Reactant: [CH:1]([N:4](CC)C(C)C)(C)C.[Br:10][C:11]1[CH:16]=[CH:15][C:14]([CH:17]([OH:21])[C:18](O)=[O:19])=[C:13]([F:22])[CH:12]=1.CN.F[P-](F)(F)(F)(F)F.N1(O[P+](N(C)C)(N(C)C)N(C)C)C2C=CC=CC=2N=N1. Product: [Br:10][C:11]1[CH:16]=[CH:15][C:14]([CH:17]([OH:21])[C:18]([NH:4][CH3:1])=[O:19])=[C:13]([F:22])[CH:12]=1. The catalyst class is: 2. (2) Reactant: [CH:1]([N:4]1[C:9](=[O:10])[C:8]([C:11]2[N:15]([C:16]3[CH:23]=[CH:22][C:19]([C:20]#[N:21])=[CH:18][CH:17]=3)[N:14]=[CH:13][CH:12]=2)=[C:7]([CH3:24])[N:6]([C:25]2[CH:30]=[CH:29][CH:28]=[C:27]([C:31]([F:34])([F:33])[F:32])[CH:26]=2)[C:5]1=[O:35])([CH3:3])[CH3:2].[I:36]I.[N+]([O-])([O-])=O.[NH4+].[Ce].S([O-])(O)=O.[Na+]. Product: [I:36][C:12]1[CH:13]=[N:14][N:15]([C:16]2[CH:17]=[CH:18][C:19]([C:20]#[N:21])=[CH:22][CH:23]=2)[C:11]=1[C:8]1[C:9](=[O:10])[N:4]([CH:1]([CH3:3])[CH3:2])[C:5](=[O:35])[N:6]([C:25]2[CH:30]=[CH:29][CH:28]=[C:27]([C:31]([F:34])([F:33])[F:32])[CH:26]=2)[C:7]=1[CH3:24]. The catalyst class is: 115. (3) Reactant: ClN1C(=O)CCC1=O.N1C=CC=CC=1.[CH3:15][C:16]1[CH:24]=[CH:23][C:19]([CH:20]=[N:21][OH:22])=[CH:18][CH:17]=1.[N+](C1C=C[C:31]([C:32]([O:34][CH:35]=CC(OC)=O)=[O:33])=[CH:30]C=1)([O-])=O.C(N(CC)CC)C.C(=O)([O-])O.[Na+]. Product: [C:16]1([CH3:15])[CH:24]=[CH:23][C:19]([C:20]2[C:31]([C:32]([O:34][CH3:35])=[O:33])=[CH:30][O:22][N:21]=2)=[CH:18][CH:17]=1. The catalyst class is: 22. (4) Reactant: [Cl:1][C:2]1[C:3]([NH:20][C@@H:21]([C:24]2[CH:29]=[CH:28][CH:27]=[CH:26][C:25]=2[F:30])[CH2:22][OH:23])=[N:4][C:5]([NH:8][C:9]2[CH:10]=[N:11][N:12]([CH2:14][C:15](OCC)=[O:16])[CH:13]=2)=[N:6][CH:7]=1.[NH3:31]. Product: [Cl:1][C:2]1[C:3]([NH:20][C@@H:21]([C:24]2[CH:29]=[CH:28][CH:27]=[CH:26][C:25]=2[F:30])[CH2:22][OH:23])=[N:4][C:5]([NH:8][C:9]2[CH:10]=[N:11][N:12]([CH2:14][C:15]([NH2:31])=[O:16])[CH:13]=2)=[N:6][CH:7]=1. The catalyst class is: 5. (5) Reactant: [NH2:1][C:2]1[C:7]([F:8])=[CH:6][CH:5]=[CH:4][C:3]=1[NH:9][C:10](=O)[C@@H:11]([NH:13]C(=O)OC(C)(C)C)[CH3:12]. Product: [F:8][C:7]1[C:2]2[NH:1][C:10]([C@@H:11]([NH2:13])[CH3:12])=[N:9][C:3]=2[CH:4]=[CH:5][CH:6]=1. The catalyst class is: 52.